Dataset: TCR-epitope binding with 47,182 pairs between 192 epitopes and 23,139 TCRs. Task: Binary Classification. Given a T-cell receptor sequence (or CDR3 region) and an epitope sequence, predict whether binding occurs between them. The epitope is QVPLRPMTYK. The TCR CDR3 sequence is CASSQVGTSEYEQYF. Result: 0 (the TCR does not bind to the epitope).